This data is from Buchwald-Hartwig C-N cross coupling reaction yields with 55,370 reactions. The task is: Predict the reaction yield, written as a fraction of the theoretical maximum amount of product (1.0 means a 100% yield; for example, 0.34 means a 34% yield). (1) The reactants are CCc1ccc(Br)cc1.Cc1ccc(N)cc1.O=S(=O)(O[Pd]1c2ccccc2-c2ccccc2N~1)C(F)(F)F.CC(C)c1cc(C(C)C)c(-c2ccccc2P(C2CCCCC2)C2CCCCC2)c(C(C)C)c1.CCN=P(N=P(N(C)C)(N(C)C)N(C)C)(N(C)C)N(C)C.COC(=O)c1ccno1. No catalyst specified. The product is CCc1ccc(Nc2ccc(C)cc2)cc1. The yield is 0.0865. (2) The reactants are COc1ccc(I)cc1.Cc1ccc(N)cc1.O=S(=O)(O[Pd]1c2ccccc2-c2ccccc2N~1)C(F)(F)F.COc1ccc(OC)c(P([C@]23C[C@H]4C[C@H](C[C@H](C4)C2)C3)[C@]23C[C@H]4C[C@H](C[C@H](C4)C2)C3)c1-c1c(C(C)C)cc(C(C)C)cc1C(C)C.CN(C)C(=NC(C)(C)C)N(C)C.Cc1ccon1. No catalyst specified. The product is COc1ccc(Nc2ccc(C)cc2)cc1. The yield is 0.534. (3) The reactants are FC(F)(F)c1ccc(Br)cc1.Cc1ccc(N)cc1.O=S(=O)(O[Pd]1c2ccccc2-c2ccccc2N~1)C(F)(F)F.CC(C)c1cc(C(C)C)c(-c2ccccc2P(C2CCCCC2)C2CCCCC2)c(C(C)C)c1.CN1CCCN2CCCN=C12.c1ccc(-c2cnoc2)cc1. No catalyst specified. The product is Cc1ccc(Nc2ccc(C(F)(F)F)cc2)cc1. The yield is 0.210.